From a dataset of Catalyst prediction with 721,799 reactions and 888 catalyst types from USPTO. Predict which catalyst facilitates the given reaction. (1) Reactant: [F:1][CH2:2][C:3]([C:5]1[C:10]([N+:11]([O-:13])=[O:12])=[CH:9][CH:8]=[C:7]([CH3:14])[N:6]=1)=[O:4].[CH3:15][N:16]([CH3:19])[CH:17]=O.[CH3:15][N:16]([CH3:19])[C:17](=O)C. Product: [CH3:15][N:16]([CH3:19])/[CH:17]=[C:2](\[F:1])/[C:3]([C:5]1[C:10]([N+:11]([O-:13])=[O:12])=[CH:9][CH:8]=[C:7]([CH3:14])[N:6]=1)=[O:4]. The catalyst class is: 9. (2) Reactant: [CH2:1]([O:8][C@@H:9]1[C@@H:14]([O:15][CH2:16][C:17]2[CH:22]=[CH:21][CH:20]=[CH:19][CH:18]=2)[C@H:13]([O:23][CH2:24][C:25]2[CH:30]=[CH:29][CH:28]=[CH:27][CH:26]=2)[C@@H:12]([CH2:31][O:32][CH2:33][C:34]2[CH:39]=[CH:38][CH:37]=[CH:36][CH:35]=2)[O:11][C:10]1([C:41]1[CH:46]=[CH:45][C:44]([CH3:47])=[C:43]([CH2:48][C:49]2[CH:54]=[CH:53][C:52]([O:55][Si](C(C)(C)C)(C)C)=[CH:51][CH:50]=2)[CH:42]=1)[OH:40])[C:2]1[CH:7]=[CH:6][CH:5]=[CH:4][CH:3]=1.C([SiH](C(C)C)C(C)C)(C)C.B(F)(F)F.CCOCC.C(=O)([O-])[O-].[K+].[K+]. Product: [CH2:1]([O:8][C@@H:9]1[C@@H:14]([O:15][CH2:16][C:17]2[CH:18]=[CH:19][CH:20]=[CH:21][CH:22]=2)[C@H:13]([O:23][CH2:24][C:25]2[CH:30]=[CH:29][CH:28]=[CH:27][CH:26]=2)[C@@H:12]([CH2:31][O:32][CH2:33][C:34]2[CH:35]=[CH:36][CH:37]=[CH:38][CH:39]=2)[O:11][C@@:10]1([C:41]1[CH:46]=[CH:45][C:44]([CH3:47])=[C:43]([CH2:48][C:49]2[CH:54]=[CH:53][C:52]([OH:55])=[CH:51][CH:50]=2)[CH:42]=1)[OH:40])[C:2]1[CH:3]=[CH:4][CH:5]=[CH:6][CH:7]=1. The catalyst class is: 47. (3) Reactant: [Cl:1][C:2]1[CH:10]=[C:9]2[C:5]([C:6]([C:11]3[N:12]=[C:13]4[C:19]([C:20]([NH:22][CH:23]([CH3:25])[CH3:24])=[O:21])=[CH:18][N:17]([CH2:26][O:27][CH2:28][CH2:29][Si:30]([CH3:33])([CH3:32])[CH3:31])[C:14]4=[N:15][CH:16]=3)=[N:7][NH:8]2)=[CH:4][CH:3]=1.[H-].[Na+].[CH:36]1([CH2:39]Br)[CH2:38][CH2:37]1. Product: [Cl:1][C:2]1[CH:10]=[C:9]2[C:5]([C:6]([C:11]3[N:12]=[C:13]4[C:19]([C:20]([NH:22][CH:23]([CH3:25])[CH3:24])=[O:21])=[CH:18][N:17]([CH2:26][O:27][CH2:28][CH2:29][Si:30]([CH3:31])([CH3:33])[CH3:32])[C:14]4=[N:15][CH:16]=3)=[N:7][N:8]2[CH2:39][CH:36]2[CH2:38][CH2:37]2)=[CH:4][CH:3]=1. The catalyst class is: 18. (4) Reactant: Br[C:2]1[CH:3]=[CH:4][C:5]2[O:14][CH2:13][CH2:12][C:11]3[S:10][C:9]([C:15]4[N:16]([CH:20]([CH3:22])[CH3:21])[N:17]=[CH:18][N:19]=4)=[N:8][C:7]=3[C:6]=2[CH:23]=1.[CH2:24]([CH2:26][NH2:27])[OH:25].C1(P(C2C=CC=CC=2)C2C3[O:47][C:46]4C(=CC=CC=4P(C4C=CC=CC=4)C4C=CC=CC=4)C(C)(C)C=3C=CC=2)C=CC=CC=1.C(=O)([O-])[O-].[Na+].[Na+]. Product: [OH:25][CH2:24][CH2:26][NH:27][C:46]([C:2]1[CH:3]=[CH:4][C:5]2[O:14][CH2:13][CH2:12][C:11]3[S:10][C:9]([C:15]4[N:16]([CH:20]([CH3:22])[CH3:21])[N:17]=[CH:18][N:19]=4)=[N:8][C:7]=3[C:6]=2[CH:23]=1)=[O:47]. The catalyst class is: 718. (5) Reactant: C(OC([N:8]1[CH2:13][CH2:12][CH:11]([C:14]2[CH:19]=[CH:18][C:17]([N:20]3[CH2:24][CH2:23][CH2:22][CH2:21]3)=[CH:16][CH:15]=2)[CH2:10][CH2:9]1)=O)(C)(C)C.Cl. Product: [N:20]1([C:17]2[CH:16]=[CH:15][C:14]([CH:11]3[CH2:12][CH2:13][NH:8][CH2:9][CH2:10]3)=[CH:19][CH:18]=2)[CH2:24][CH2:23][CH2:22][CH2:21]1. The catalyst class is: 13. (6) Reactant: [Br-:1].[C:2]1([C:7](=[O:16])[CH2:8][N+:9]2[CH:14]=[CH:13][CH:12]=[CH:11][C:10]=2[CH3:15])[CH2:6][CH2:5][CH2:4][CH:3]=1. Product: [Br-:1].[CH:2]1([C:7](=[O:16])[CH2:8][N+:9]2[CH:14]=[CH:13][CH:12]=[CH:11][C:10]=2[CH3:15])[CH2:6][CH2:5][CH2:4][CH2:3]1. The catalyst class is: 19.